From a dataset of Catalyst prediction with 721,799 reactions and 888 catalyst types from USPTO. Predict which catalyst facilitates the given reaction. Reactant: [NH2:1][C:2]1[C:3]([C:18](=[O:20])[NH2:19])=[N:4][N:5]([C:10]2[CH:15]=[CH:14][C:13]([I:16])=[CH:12][C:11]=2[F:17])[C:6]=1C(O)=O.P(=O)(O)(O)O.[OH-].[Na+].CO.C(Cl)Cl. Product: [NH2:1][C:2]1[C:3]([C:18]([NH2:19])=[O:20])=[N:4][N:5]([C:10]2[CH:15]=[CH:14][C:13]([I:16])=[CH:12][C:11]=2[F:17])[CH:6]=1. The catalyst class is: 6.